From a dataset of Catalyst prediction with 721,799 reactions and 888 catalyst types from USPTO. Predict which catalyst facilitates the given reaction. (1) Reactant: [NH2:1][C:2]1[C:15]2[C:6](=[CH:7][C:8]3[C:9]4[C:14]=2[C:13](=[O:16])[N:12]([CH2:17][CH2:18][N:19]([CH3:21])[CH3:20])[C:11](=[O:22])[C:10]=4[CH:23]=[CH:24][CH:25]=3)[CH:5]=[CH:4][CH:3]=1.[CH3:26][O:27][C:28]1[CH:33]=[CH:32][CH:31]=[CH:30][C:29]=1[N:34]=[C:35]=[S:36]. Product: [CH3:21][N:19]([CH3:20])[CH2:18][CH2:17][N:12]1[C:11](=[O:22])[C:10]2[CH:23]=[CH:24][CH:25]=[C:8]3[C:9]=2[C:14](=[C:15]2[C:2]([NH:1][C:35]([NH:34][C:29]4[CH:30]=[CH:31][CH:32]=[CH:33][C:28]=4[O:27][CH3:26])=[S:36])=[CH:3][CH:4]=[CH:5][C:6]2=[CH:7]3)[C:13]1=[O:16]. The catalyst class is: 10. (2) Reactant: [CH3:1][C@H:2]1[CH2:7][O:6][CH2:5][CH2:4][NH:3]1.CCN=C=NCCCN(C)C.C1C=CC2N(O)N=NC=2C=1.[NH2:29][C:30]1[CH:38]=[CH:37][C:33]([C:34](O)=[O:35])=[CH:32][N:31]=1. Product: [NH2:29][C:30]1[N:31]=[CH:32][C:33]([C:34]([N:3]2[CH2:4][CH2:5][O:6][CH2:7][C@@H:2]2[CH3:1])=[O:35])=[CH:37][CH:38]=1. The catalyst class is: 8. (3) Reactant: [Cl:1][C:2]1[CH:3]=[C:4]([C:9]2[CH:10]=[C:11]([C:30]([NH2:32])=[O:31])[C:12]3[NH:13][C:14]4[C:19]([C:20]=3[CH:21]=2)=[CH:18][CH:17]=[C:16]([N:22]2[CH2:27][CH2:26][S:25](=[O:29])(=[O:28])[CH2:24][CH2:23]2)[CH:15]=4)[CH:5]=[CH:6][C:7]=1[OH:8].C([O-])([O-])=O.[K+].[K+].[Br:39][CH2:40][CH2:41]Br.O.C(O)(=O)CC(CC(O)=O)(C(O)=O)O. Product: [Br:39][CH2:40][CH2:41][O:8][C:7]1[CH:6]=[CH:5][C:4]([C:9]2[CH:10]=[C:11]([C:30]([NH2:32])=[O:31])[C:12]3[NH:13][C:14]4[C:19]([C:20]=3[CH:21]=2)=[CH:18][CH:17]=[C:16]([N:22]2[CH2:27][CH2:26][S:25](=[O:29])(=[O:28])[CH2:24][CH2:23]2)[CH:15]=4)=[CH:3][C:2]=1[Cl:1]. The catalyst class is: 3. (4) Reactant: [NH2:1][CH2:2][CH2:3][CH2:4][OH:5].[Cl:6][C:7]1[CH:26]=[CH:25][C:24]([CH2:27][CH2:28][CH2:29]OS(C)(=O)=O)=[CH:23][C:8]=1[C:9]([NH:11][CH2:12][C:13]12[CH2:22][CH:17]3[CH2:18][CH:19]([CH2:21][CH:15]([CH2:16]3)[CH2:14]1)[CH2:20]2)=[O:10]. Product: [ClH:6].[Cl:6][C:7]1[CH:26]=[CH:25][C:24]([CH2:27][CH2:28][CH2:29][NH:1][CH2:2][CH2:3][CH2:4][OH:5])=[CH:23][C:8]=1[C:9]([NH:11][CH2:12][C:13]12[CH2:22][CH:17]3[CH2:18][CH:19]([CH2:21][CH:15]([CH2:16]3)[CH2:14]1)[CH2:20]2)=[O:10]. The catalyst class is: 30. (5) Product: [C:30]([O:29][C:27]([N:23]1[CH2:24][CH2:25][CH2:26][C@H:22]1[CH2:21][O:20][C:45]1[CH:46]=[CH:47][C:42]([B:37]2[O:38][C:39]([CH3:41])([CH3:40])[C:35]([CH3:49])([CH3:34])[O:36]2)=[CH:43][CH:44]=1)=[O:28])([CH3:33])([CH3:32])[CH3:31]. The catalyst class is: 1. Reactant: C1(P(C2C=CC=CC=2)C2C=CC=CC=2)C=CC=CC=1.[OH:20][CH2:21][C@H:22]1[CH2:26][CH2:25][CH2:24][N:23]1[C:27]([O:29][C:30]([CH3:33])([CH3:32])[CH3:31])=[O:28].[CH3:34][C:35]1([CH3:49])[C:39]([CH3:41])([CH3:40])[O:38][B:37]([C:42]2[CH:47]=[CH:46][C:45](O)=[CH:44][CH:43]=2)[O:36]1.N(C(N1CCCCC1)=O)=NC(N1CCCCC1)=O. (6) Reactant: [Br:1][C:2]1[CH:3]=[N:4][CH:5]=[C:6]([N+:9]([O-:11])=[O:10])[C:7]=1[CH3:8].[OH:12]O. Product: [Br:1][C:2]1[CH:3]=[N+:4]([O-:12])[CH:5]=[C:6]([N+:9]([O-:11])=[O:10])[C:7]=1[CH3:8]. The catalyst class is: 152. (7) Reactant: [OH-].[Na+].CO.[CH:5]1([C:8]2[C:17]([C:18]([O:20]C)=[O:19])=[CH:16][C:15]3[C:14](=[O:22])[N:13]([CH:23]4[CH2:28][CH2:27][N:26]([CH2:29][C:30]5[C:35]([O:36][CH2:37][CH3:38])=[CH:34][C:33]([C:39]6[CH:44]=[CH:43][C:42]([F:45])=[CH:41][CH:40]=6)=[C:32]([CH:46]6[CH2:48][CH2:47]6)[CH:31]=5)[CH2:25][CH2:24]4)[CH2:12][CH2:11][C:10]=3[N:9]=2)[CH2:7][CH2:6]1.Cl. Product: [CH:5]1([C:8]2[C:17]([C:18]([OH:20])=[O:19])=[CH:16][C:15]3[C:14](=[O:22])[N:13]([CH:23]4[CH2:24][CH2:25][N:26]([CH2:29][C:30]5[C:35]([O:36][CH2:37][CH3:38])=[CH:34][C:33]([C:39]6[CH:40]=[CH:41][C:42]([F:45])=[CH:43][CH:44]=6)=[C:32]([CH:46]6[CH2:47][CH2:48]6)[CH:31]=5)[CH2:27][CH2:28]4)[CH2:12][CH2:11][C:10]=3[N:9]=2)[CH2:6][CH2:7]1. The catalyst class is: 476.